From a dataset of Full USPTO retrosynthesis dataset with 1.9M reactions from patents (1976-2016). Predict the reactants needed to synthesize the given product. (1) Given the product [O:7]([C:8]1[CH:9]=[N:10][CH:11]=[C:12]([C:48]([NH:34][CH2:27][C:28]2[CH:33]=[CH:32][CH:31]=[CH:30][CH:29]=2)=[O:49])[CH:13]=1)[C@@H:6]1[S:15][CH2:16][C@@H:17]([OH:23])[C@H:18]([OH:19])[C@H:5]1[OH:4], predict the reactants needed to synthesize it. The reactants are: C([O:4][C@@H:5]1[C@@H:18]([O:19]C(=O)C)[C@H:17]([O:23]C(=O)C)[CH2:16][S:15][C@H:6]1[O:7][C:8]1[CH:9]=[N:10][CH:11]=[C:12](Br)[CH:13]=1)(=O)C.[CH2:27]([NH2:34])[C:28]1[CH:33]=[CH:32][CH:31]=[CH:30][CH:29]=1.N12CCCN=C1CCCCC2.C1C[O:49][CH2:48]C1. (2) Given the product [CH3:50][C:45]([C:41]1[CH:40]=[CH:39][CH:44]=[C:43]([C:9]2[CH:14]=[CH:13][N:12]=[C:11]3[N:15]([C:18]([C:19]4[CH:20]=[CH:21][CH:22]=[CH:23][CH:24]=4)([C:25]4[CH:30]=[CH:29][CH:28]=[CH:27][CH:26]=4)[C:31]4[CH:36]=[CH:35][CH:34]=[CH:33][CH:32]=4)[N:16]=[CH:17][C:10]=23)[CH:42]=1)([CH2:48][CH3:49])[C:46]#[N:47], predict the reactants needed to synthesize it. The reactants are: CC1(C)C(C)(C)OB([C:9]2[CH:14]=[CH:13][N:12]=[C:11]3[N:15]([C:18]([C:31]4[CH:36]=[CH:35][CH:34]=[CH:33][CH:32]=4)([C:25]4[CH:30]=[CH:29][CH:28]=[CH:27][CH:26]=4)[C:19]4[CH:24]=[CH:23][CH:22]=[CH:21][CH:20]=4)[N:16]=[CH:17][C:10]=23)O1.Br[C:39]1[CH:40]=[C:41]([C:45]([CH3:50])([CH2:48][CH3:49])[C:46]#[N:47])[CH:42]=[CH:43][CH:44]=1.C(=O)([O-])[O-].[Na+].[Na+].